From a dataset of Forward reaction prediction with 1.9M reactions from USPTO patents (1976-2016). Predict the product of the given reaction. (1) Given the reactants [NH2:1][C:2]1[N:3]=[C:4]([N:19]2[CH2:24][CH2:23][N:22]([C:25](=[O:35])[CH2:26][O:27][C:28]3[CH:33]=[CH:32][C:31]([Cl:34])=[CH:30][CH:29]=3)[CH2:21][CH2:20]2)[C:5]2[N:10]=[C:9]([CH2:11][C:12]3[CH:17]=[CH:16][C:15]([Cl:18])=[CH:14][CH:13]=3)[S:8][C:6]=2[N:7]=1.[OH-].[Na+].[CH3:38]N(C=O)C, predict the reaction product. The product is: [NH2:1][C:2]1[N:3]=[C:4]([N:19]2[CH2:24][CH2:23][N:22]([C:25](=[O:35])[CH2:26][O:27][C:28]3[CH:29]=[CH:30][C:31]([Cl:34])=[CH:32][CH:33]=3)[CH2:21][CH2:20]2)[C:5]2[N:10]=[C:9]([CH:11]([C:12]3[CH:17]=[CH:16][C:15]([Cl:18])=[CH:14][CH:13]=3)[CH3:38])[S:8][C:6]=2[N:7]=1. (2) Given the reactants C[O:2][C:3](=[O:24])[C:4]1[CH:9]=[C:8]([C:10]2[S:11][CH:12]=[C:13]([C:15]3[CH:20]=[CH:19][C:18]([Cl:21])=[C:17]([Cl:22])[CH:16]=3)[N:14]=2)[CH:7]=[CH:6][C:5]=1Br.[Cl:25][C:26]1[CH:27]=[C:28](B(O)O)[CH:29]=[CH:30][C:31]=1[C:32]#[N:33], predict the reaction product. The product is: [Cl:25][C:26]1[CH:27]=[C:28]([C:5]2[C:4]([C:3]([OH:2])=[O:24])=[CH:9][C:8]([C:10]3[S:11][CH:12]=[C:13]([C:15]4[CH:20]=[CH:19][C:18]([Cl:21])=[C:17]([Cl:22])[CH:16]=4)[N:14]=3)=[CH:7][CH:6]=2)[CH:29]=[CH:30][C:31]=1[C:32]#[N:33]. (3) Given the reactants B.[F:2][CH:3]([F:17])[O:4][C:5]1[CH:10]=[CH:9][C:8]([CH2:11][CH2:12][C:13](O)=[O:14])=[CH:7][C:6]=1[F:16], predict the reaction product. The product is: [F:17][CH:3]([F:2])[O:4][C:5]1[CH:10]=[CH:9][C:8]([CH2:11][CH2:12][CH2:13][OH:14])=[CH:7][C:6]=1[F:16]. (4) Given the reactants ClC1C(OC2C=CC(OC(F)(F)F)=C(Cl)C=2)=CC(F)=C(C=1)C(OC(C)(C)C)=O.[Cl:29][C:30]1[CH:31]=[C:32]([O:42][C:43]2[C:55]([CH:56]3[CH2:58][CH2:57]3)=[CH:54][C:46]([C:47]([O:49]C(C)(C)C)=[O:48])=[C:45]([F:59])[CH:44]=2)[CH:33]=[N:34][C:35]=1[O:36][CH2:37][C:38]([F:41])([F:40])[F:39], predict the reaction product. The product is: [Cl:29][C:30]1[CH:31]=[C:32]([O:42][C:43]2[C:55]([CH:56]3[CH2:58][CH2:57]3)=[CH:54][C:46]([C:47]([OH:49])=[O:48])=[C:45]([F:59])[CH:44]=2)[CH:33]=[N:34][C:35]=1[O:36][CH2:37][C:38]([F:39])([F:41])[F:40]. (5) Given the reactants [Na].CS([O:6][CH2:7][C:8]1[C:17]2[C@@H:18]([C:26]3[CH:31]=[CH:30][C:29]([C:32]([F:35])([F:34])[F:33])=[CH:28][CH:27]=3)[O:19][C:20]3([CH2:25][CH2:24][O:23][CH2:22][CH2:21]3)[C:16]=2[C:15]2[C@@H:14]([O:36][Si:37]([C:40]([CH3:43])([CH3:42])[CH3:41])([CH3:39])[CH3:38])[CH2:13][C:12]([CH3:45])([CH3:44])[CH2:11][C:10]=2[N:9]=1)(=O)=O.[CH3:46]O, predict the reaction product. The product is: [Si:37]([O:36][C@H:14]1[CH2:13][C:12]([CH3:45])([CH3:44])[CH2:11][C:10]2[N:9]=[C:8]([CH2:7][O:6][CH3:46])[C:17]3[C@@H:18]([C:26]4[CH:31]=[CH:30][C:29]([C:32]([F:35])([F:34])[F:33])=[CH:28][CH:27]=4)[O:19][C:20]4([CH2:25][CH2:24][O:23][CH2:22][CH2:21]4)[C:16]=3[C:15]1=2)([C:40]([CH3:43])([CH3:42])[CH3:41])([CH3:39])[CH3:38]. (6) Given the reactants Br[C:2]1[C:9]([CH3:10])=[CH:8][CH:7]=[CH:6][C:3]=1[CH:4]=O.[CH2:11]1[CH:15]2[CH2:16][NH:17][CH2:18][CH:14]2[CH2:13][N:12]1[C:19]([O:21]C(C)(C)C)=[O:20].[NH:26]1[CH2:31][CH2:30][CH2:29][CH2:28][CH2:27]1.[CH2:32]1[C:37](=[O:38])[N:36](OC(O[N:36]2[C:37](=[O:38])[CH2:32][CH2:33][C:34]2=[O:35])=O)[C:34](=[O:35])[CH2:33]1, predict the reaction product. The product is: [CH3:10][C:9]1[C:2]([N:26]2[CH2:31][CH2:30][CH2:29][CH2:28][CH2:27]2)=[C:3]([CH2:4][N:17]2[CH2:18][CH:14]3[CH2:13][N:12]([C:19]([O:21][N:36]4[C:37](=[O:38])[CH2:32][CH2:33][C:34]4=[O:35])=[O:20])[CH2:11][CH:15]3[CH2:16]2)[CH:6]=[CH:7][CH:8]=1.